From a dataset of Full USPTO retrosynthesis dataset with 1.9M reactions from patents (1976-2016). Predict the reactants needed to synthesize the given product. Given the product [CH3:1][S:2][C:3]1[N:4]=[CH:5][C:6]2[CH:12]=[CH:11][C:10](=[O:13])[N:9]([C:14]3[CH:15]=[C:16]([NH:20][C:21](=[O:22])[CH:28]=[CH2:30])[CH:17]=[CH:18][CH:19]=3)[C:7]=2[N:8]=1, predict the reactants needed to synthesize it. The reactants are: [CH3:1][S:2][C:3]1[N:4]=[CH:5][C:6]2[CH:12]=[CH:11][C:10](=[O:13])[N:9]([C:14]3[CH:15]=[C:16]([NH:20][C:21](=O)[O:22]C(C)(C)C)[CH:17]=[CH:18][CH:19]=3)[C:7]=2[N:8]=1.[C:28](O)([C:30](F)(F)F)=O.C(Cl)(=O)C=C.